This data is from Experimentally validated miRNA-target interactions with 360,000+ pairs, plus equal number of negative samples. The task is: Binary Classification. Given a miRNA mature sequence and a target amino acid sequence, predict their likelihood of interaction. (1) The miRNA is hsa-miR-96-5p with sequence UUUGGCACUAGCACAUUUUUGCU. The protein sequence of the target gene is MGPAPAGEQLRGATGEPEVMEPALEGTGKEGKKASSRKRTLAEPPAKGLLQPVKLSRAELYKEPTNEELNRLRETEILFHSSLLRLQVEELLKEVRLSEKKKDRIDAFLREVNQRVVRVPSVPETELTDQAWLPAGVRVPLHQVPYAVKGCFRFLPPAQVTVVGSYLLGTCIRPDINVDVALTMPREILQDKDGLNQRYFRKRALYLAHLAHHLAQDPLFGSVCFSYTNGCHLKPSLLLRPRGKDERLVTVRLHPCPPPDFFRPCRLLPTKNNVRSAWYRGQSPAGDGSPEPPTPRYNTW.... Result: 0 (no interaction). (2) Result: 0 (no interaction). The protein sequence of the target gene is MNKDYQKFWSSPSDPVHFEVDTSHEKVESMSESDTMNVSNLSQGVMLSHSPICMETTGTTCDLPQNEIKNFERENEYESTLCEDAYGTLDNLLNDNNIENYSTNALIQPVDTISISSLRQFETVCKFHWVEAFDDEMTEKPEFQSQVYNYAKDNNIKQDSFKEENPMETSVSANTDQLGNEYFRQPPPRSPPLIHCSGEMLKFTEKSLAKSIAKESALNPSQPPSFLCKTAVPSKEIQNYGEIPEMSVSYEKEVTAEGVERPEIVSTWSSAGISWRSEACRENCEMPDWEQSAESLQPVQ.... The miRNA is hsa-miR-519c-3p with sequence AAAGUGCAUCUUUUUAGAGGAU. (3) The miRNA is mmu-miR-679-5p with sequence GGACUGUGAGGUGACUCUUGGU. Result: 0 (no interaction). The protein sequence of the target gene is MDSQKLAGEDKDSEPAADGPAASEDPSATESDLPNPHVGEVSVLSSGSPRLQETPQDCSGGPVRRCALCNCGEPSLHGQRELRRFELPFDWPRCPVVSPGGSPGPNEAVLPSEDLSQIGFPEGLTPAHLGEPGGSCWAHHWCAAWSAGVWGQEGPELCGVDKAIFSGISQRCSHCTRLGASIPCRSPGCPRLYHFPCATASGSFLSMKTLQLLCPEHSEGAAYLEEARCAVCEGPGELCDLFFCTSCGHHYHGACLDTALTARKRAGWQCPECKVCQACRKPGNDSKMLVCETCDKGYHT.... (4) The miRNA is hsa-miR-1306-3p with sequence ACGUUGGCUCUGGUGGUG. The protein sequence of the target gene is MAATDIARQVGEGCRTVPLAGHVGFDSLPDQLVNKSVSQGFCFNILCVGETGLGKSTLMDTLFNTKFEGEPATHTQPGVQLQSNTYDLQESNVRLKLTIVSTVGFGDQINKEDSYKPIVEFIDAQFEAYLQEELKIRRVLHTYHDSRIHVCLYFIAPTGHSLKSLDLVTMKKLDSKVNIIPIIAKADAISKSELTKFKIKITSELVSNGVQIYQFPTDDESVAEINGTMNAHLPFAVIGSTEELKIGNKMMRARQYPWGTVQVENEAHCDFVKLREMLIRVNMEDLREQTHTRHYELYRR.... Result: 1 (interaction). (5) The miRNA is hsa-miR-8057 with sequence GUGGCUCUGUAGUAAGAUGGA. The protein sequence of the target gene is MAVPETRPNHTIYINNLNEKIKKDELKKSLYAIFSQFGQILDILVSRSLKMRGQAFVIFKEVSSATNALRSMQGFPFYDKPMRIQYAKTDSDIIAKMKGTFVERDRKREKRKPKSQETPATKKAVQGGGATPVVGAVQGPVPGMPPMTQAPRIMHHMPGQPPYMPPPGMIPPPGLAPGQIPPGAMPPQQLMPGQMPPAQPLSENPPNHILFLTNLPEETNELMLSMLFNQFPGFKEVRLVPGRHDIAFVEFDNEVQAGAARDALQGFKITQNNAMKISFAKK. Result: 0 (no interaction).